Dataset: Reaction yield outcomes from USPTO patents with 853,638 reactions. Task: Predict the reaction yield, written as a fraction of the theoretical maximum amount of product (1.0 means a 100% yield; for example, 0.34 means a 34% yield). (1) The reactants are [O:1]([CH2:8][CH2:9][CH2:10][CH2:11][CH2:12][CH2:13][CH:14]([C:16]1[O:17][C:18]([CH3:21])=[N:19][N:20]=1)[OH:15])[C:2]1[CH:7]=[CH:6][CH:5]=[CH:4][CH:3]=1.[CH2:22]([O:29]C1C=CC(OCCCCCCC=O)=CC=1)[C:23]1[CH:28]=[CH:27][CH:26]=[CH:25][CH:24]=1.[Cl-].[Ce+3].[Cl-].[Cl-].CN1NC=CO1. The yield is 0.550. The product is [CH2:22]([O:29][C:5]1[CH:4]=[CH:3][C:2]([O:1][CH2:8][CH2:9][CH2:10][CH2:11][CH2:12][CH2:13][CH:14]([C:16]2[O:17][C:18]([CH3:21])=[N:19][N:20]=2)[OH:15])=[CH:7][CH:6]=1)[C:23]1[CH:28]=[CH:27][CH:26]=[CH:25][CH:24]=1. No catalyst specified. (2) The reactants are [NH2:1][C:2]1[C:3]([NH:8][C:9](=[O:21])[C:10]([O:13][C:14]2[CH:19]=[CH:18][CH:17]=[C:16]([Cl:20])[N:15]=2)([CH3:12])[CH3:11])=[N:4][CH:5]=[CH:6][CH:7]=1.N1C=CC=CC=1.[CH3:28][S:29](Cl)(=[O:31])=[O:30]. The catalyst is C(Cl)Cl. The product is [Cl:20][C:16]1[N:15]=[C:14]([O:13][C:10]([CH3:12])([CH3:11])[C:9]([NH:8][C:3]2[C:2]([NH:1][S:29]([CH3:28])(=[O:31])=[O:30])=[CH:7][CH:6]=[CH:5][N:4]=2)=[O:21])[CH:19]=[CH:18][CH:17]=1. The yield is 0.0500. (3) The reactants are [CH3:1][C:2]1[C:7]2=[N:8][CH:9]=[C:10]([C:13]3[NH:17][N:16]=[N:15][N:14]=3)[C:11](=[O:12])[N:6]2[CH:5]=[CH:4][CH:3]=1.[OH-].[K+:19]. The catalyst is CO. The product is [CH3:1][C:2]1[C:7]2=[N:8][CH:9]=[C:10]([C:13]3[N-:17][N:16]=[N:15][N:14]=3)[C:11](=[O:12])[N:6]2[CH:5]=[CH:4][CH:3]=1.[K+:19]. The yield is 0.960.